From a dataset of Forward reaction prediction with 1.9M reactions from USPTO patents (1976-2016). Predict the product of the given reaction. (1) Given the reactants Cl[C:2]1[CH:7]=[C:6]([Cl:8])[N:5]=[CH:4][N:3]=1.[CH3:9][NH2:10].C1COCC1.CCOC(C)=O, predict the reaction product. The product is: [Cl:8][C:6]1[N:5]=[CH:4][N:3]=[C:2]([NH:10][CH3:9])[CH:7]=1. (2) Given the reactants [CH3:1][C:2]1[N:3]=[N:4][N:5]([C:7]([C:20]2[CH:25]=[CH:24][CH:23]=[CH:22][CH:21]=2)([C:14]2[CH:19]=[CH:18][CH:17]=[CH:16][CH:15]=2)[C:8]2[CH:13]=[CH:12][CH:11]=[CH:10][CH:9]=2)[N:6]=1.[Li]CCCC.[F:31][C:32]1[CH:33]=[C:34]([C:45]([C:53]2[CH:58]=[CH:57][C:56]([F:59])=[CH:55][CH:54]=2)=[N:46][S@@:47]([C:49]([CH3:52])([CH3:51])[CH3:50])=[O:48])[CH:35]=[C:36]([O:38][C:39]([F:44])([F:43])[CH:40]([F:42])[F:41])[CH:37]=1, predict the reaction product. The product is: [F:31][C:32]1[CH:33]=[C:34]([C@@:45]([NH:46][S@@:47]([C:49]([CH3:52])([CH3:51])[CH3:50])=[O:48])([C:53]2[CH:54]=[CH:55][C:56]([F:59])=[CH:57][CH:58]=2)[CH2:1][C:2]2[N:3]=[N:4][N:5]([C:7]([C:8]3[CH:13]=[CH:12][CH:11]=[CH:10][CH:9]=3)([C:14]3[CH:15]=[CH:16][CH:17]=[CH:18][CH:19]=3)[C:20]3[CH:25]=[CH:24][CH:23]=[CH:22][CH:21]=3)[N:6]=2)[CH:35]=[C:36]([O:38][C:39]([F:43])([F:44])[CH:40]([F:41])[F:42])[CH:37]=1.[F:31][C:32]1[CH:33]=[C:34]([C@:45]([NH:46][S@@:47]([C:49]([CH3:52])([CH3:51])[CH3:50])=[O:48])([C:53]2[CH:54]=[CH:55][C:56]([F:59])=[CH:57][CH:58]=2)[CH2:1][C:2]2[N:3]=[N:4][N:5]([C:7]([C:8]3[CH:13]=[CH:12][CH:11]=[CH:10][CH:9]=3)([C:14]3[CH:15]=[CH:16][CH:17]=[CH:18][CH:19]=3)[C:20]3[CH:25]=[CH:24][CH:23]=[CH:22][CH:21]=3)[N:6]=2)[CH:35]=[C:36]([O:38][C:39]([F:43])([F:44])[CH:40]([F:41])[F:42])[CH:37]=1. (3) Given the reactants C(O[CH:4]=[CH:5][C:6]([O:8][CH2:9][CH3:10])=[O:7])C.BrN1C(=O)CCC1=O.[NH:19]1[C:27]2[C:22](=[CH:23][CH:24]=[CH:25][CH:26]=2)[C:21](/[CH:28]=[CH:29]/[C:30]2[CH:35]=[CH:34][CH:33]=[CH:32][C:31]=2[NH:36][C:37]([NH2:39])=[S:38])=[N:20]1.N, predict the reaction product. The product is: [CH2:9]([O:8][C:6]([C:5]1[S:38][C:37]([NH:36][C:31]2[CH:32]=[CH:33][CH:34]=[CH:35][C:30]=2/[CH:29]=[CH:28]/[C:21]2[C:22]3[C:27](=[CH:26][CH:25]=[CH:24][CH:23]=3)[NH:19][N:20]=2)=[N:39][CH:4]=1)=[O:7])[CH3:10].